Dataset: NCI-60 drug combinations with 297,098 pairs across 59 cell lines. Task: Regression. Given two drug SMILES strings and cell line genomic features, predict the synergy score measuring deviation from expected non-interaction effect. (1) Drug 1: CC1C(C(CC(O1)OC2CC(CC3=C2C(=C4C(=C3O)C(=O)C5=C(C4=O)C(=CC=C5)OC)O)(C(=O)C)O)N)O.Cl. Drug 2: CCC1(C2=C(COC1=O)C(=O)N3CC4=CC5=C(C=CC(=C5CN(C)C)O)N=C4C3=C2)O.Cl. Cell line: MALME-3M. Synergy scores: CSS=24.6, Synergy_ZIP=-5.72, Synergy_Bliss=-0.842, Synergy_Loewe=-4.25, Synergy_HSA=-1.43. (2) Synergy scores: CSS=11.8, Synergy_ZIP=-0.792, Synergy_Bliss=-0.00696, Synergy_Loewe=-4.19, Synergy_HSA=-0.256. Drug 1: CC1CCC2CC(C(=CC=CC=CC(CC(C(=O)C(C(C(=CC(C(=O)CC(OC(=O)C3CCCCN3C(=O)C(=O)C1(O2)O)C(C)CC4CCC(C(C4)OC)O)C)C)O)OC)C)C)C)OC. Drug 2: CS(=O)(=O)OCCCCOS(=O)(=O)C. Cell line: SK-MEL-5. (3) Synergy scores: CSS=-7.47, Synergy_ZIP=3.80, Synergy_Bliss=-0.0194, Synergy_Loewe=-6.39, Synergy_HSA=-6.42. Drug 1: CCN(CC)CCNC(=O)C1=C(NC(=C1C)C=C2C3=C(C=CC(=C3)F)NC2=O)C. Drug 2: CC(C)NC(=O)C1=CC=C(C=C1)CNNC.Cl. Cell line: OVCAR-4. (4) Drug 1: CN(CC1=CN=C2C(=N1)C(=NC(=N2)N)N)C3=CC=C(C=C3)C(=O)NC(CCC(=O)O)C(=O)O. Drug 2: B(C(CC(C)C)NC(=O)C(CC1=CC=CC=C1)NC(=O)C2=NC=CN=C2)(O)O. Cell line: NCI/ADR-RES. Synergy scores: CSS=41.0, Synergy_ZIP=-10.0, Synergy_Bliss=-12.1, Synergy_Loewe=-11.5, Synergy_HSA=-11.2. (5) Drug 1: CCC1(CC2CC(C3=C(CCN(C2)C1)C4=CC=CC=C4N3)(C5=C(C=C6C(=C5)C78CCN9C7C(C=CC9)(C(C(C8N6C=O)(C(=O)OC)O)OC(=O)C)CC)OC)C(=O)OC)O.OS(=O)(=O)O. Drug 2: CC1=C2C(C(=O)C3(C(CC4C(C3C(C(C2(C)C)(CC1OC(=O)C(C(C5=CC=CC=C5)NC(=O)OC(C)(C)C)O)O)OC(=O)C6=CC=CC=C6)(CO4)OC(=O)C)O)C)O. Cell line: MDA-MB-435. Synergy scores: CSS=22.6, Synergy_ZIP=-0.813, Synergy_Bliss=-0.948, Synergy_Loewe=-23.8, Synergy_HSA=-0.480.